Dataset: Catalyst prediction with 721,799 reactions and 888 catalyst types from USPTO. Task: Predict which catalyst facilitates the given reaction. (1) Reactant: [C:1]([O:5][C:6]([N:8]1[CH2:12][CH2:11][CH2:10][C@H:9]1[CH2:13][OH:14])=[O:7])([CH3:4])([CH3:3])[CH3:2].[OH-].[K+].[CH2:17](Br)[C:18]#[CH:19]. Product: [CH2:19]([O:14][CH2:13][C@@H:9]1[CH2:10][CH2:11][CH2:12][N:8]1[C:6]([O:5][C:1]([CH3:4])([CH3:3])[CH3:2])=[O:7])[C:18]#[CH:17]. The catalyst class is: 3. (2) Reactant: [CH:1]1[C:13]2[C:12](=[O:14])[C:11]3[C:6](=[CH:7][CH:8]=[CH:9][CH:10]=3)[C:5]=2[C:4]([C:15](Cl)=[O:16])=[CH:3][CH:2]=1.CN1CCOCC1.[CH3:25][O:26][C:27]1[CH:28]=[C:29]([N:35]2[CH2:40][CH2:39][NH:38][CH2:37][CH2:36]2)[CH:30]=[C:31]([O:33][CH3:34])[CH:32]=1.F[P-](F)(F)(F)(F)F.N1(O[P+](N(C)C)(N(C)C)N(C)C)C2C=CC=CC=2N=N1. Product: [CH3:25][O:26][C:27]1[CH:28]=[C:29]([N:35]2[CH2:36][CH2:37][N:38]([C:15]([C:4]3[C:5]4[C:6]5[C:11](=[CH:10][CH:9]=[CH:8][CH:7]=5)[C:12](=[O:14])[C:13]=4[CH:1]=[CH:2][CH:3]=3)=[O:16])[CH2:39][CH2:40]2)[CH:30]=[C:31]([O:33][CH3:34])[CH:32]=1. The catalyst class is: 9. (3) Reactant: [CH3:1][C:2]1[N:3]=[C:4]([C:7]2([N:13]([C:17]3[CH:22]=[CH:21][CH:20]=[CH:19][CH:18]=3)[C:14](=[O:16])[CH3:15])[CH2:12][CH2:11][NH:10][CH2:9][CH2:8]2)[S:5][CH:6]=1.[N:23]1([C:28]2[CH:35]=[CH:34][C:31]([CH:32]=O)=[CH:30][CH:29]=2)[CH:27]=[CH:26][N:25]=[CH:24]1.C(O[BH-](OC(=O)C)OC(=O)C)(=O)C.[Na+].C(OCC)(=O)C. Product: [N:23]1([C:28]2[CH:35]=[CH:34][C:31]([CH2:32][N:10]3[CH2:11][CH2:12][C:7]([N:13]([C:17]4[CH:18]=[CH:19][CH:20]=[CH:21][CH:22]=4)[C:14](=[O:16])[CH3:15])([C:4]4[S:5][CH:6]=[C:2]([CH3:1])[N:3]=4)[CH2:8][CH2:9]3)=[CH:30][CH:29]=2)[CH:27]=[CH:26][N:25]=[CH:24]1. The catalyst class is: 845. (4) Reactant: [Cl:1][C:2]1[CH:7]=[CH:6][CH:5]=[CH:4][C:3]=1[C:8]1[O:9][C:10]2[C:15]([C:16](=[O:18])[CH:17]=1)=[C:14]([O:19][CH3:20])[CH:13]=[C:12]([O:21][CH3:22])[C:11]=2[C@@H:23]1[CH2:28][CH2:27][N:26]([CH3:29])[CH2:25][C@H:24]1[OH:30].[C:31](OC(=O)C)(=[O:33])[CH3:32].CN(C1C=CC=CN=1)C.C([O-])([O-])=O.[Na+].[Na+]. Product: [Cl:1][C:2]1[CH:7]=[CH:6][CH:5]=[CH:4][C:3]=1[C:8]1[O:9][C:10]2[C:15]([C:16](=[O:18])[CH:17]=1)=[C:14]([O:19][CH3:20])[CH:13]=[C:12]([O:21][CH3:22])[C:11]=2[C@@H:23]1[CH2:28][CH2:27][N:26]([CH3:29])[CH2:25][C@H:24]1[O:30][C:31](=[O:33])[CH3:32]. The catalyst class is: 22. (5) Reactant: [Cl:1][C:2]1[CH:10]=[CH:9][CH:8]=[C:7]([Si:11]([CH3:14])([CH3:13])[CH3:12])[C:3]=1[C:4](Cl)=[O:5].[CH2:15]([O:17][CH2:18][CH2:19][NH2:20])[CH3:16]. Product: [CH2:15]([O:17][CH2:18][CH2:19][NH:20][C:4](=[O:5])[C:3]1[C:7]([Si:11]([CH3:14])([CH3:13])[CH3:12])=[CH:8][CH:9]=[CH:10][C:2]=1[Cl:1])[CH3:16]. The catalyst class is: 11. (6) Reactant: [F:1][C:2]([F:7])([F:6])[C:3]([OH:5])=[O:4].[CH3:8][O:9][C:10]1[CH:30]=[CH:29][C:13]([CH2:14][N:15]2[C:19]3[N:20]=[CH:21][C:22]4[CH2:23][CH:24]([NH2:28])[CH2:25][CH2:26][C:27]=4[C:18]=3[CH:17]=[N:16]2)=[CH:12][CH:11]=1.CCN(C(C)C)C(C)C.[CH:40](=O)[C:41]1[CH:46]=[CH:45][CH:44]=[CH:43][CH:42]=1.C(O[BH-](OC(=O)C)OC(=O)C)(=O)C.[Na+]. Product: [CH2:40]([NH:28][CH:24]1[CH2:23][C:22]2[CH:21]=[N:20][C:19]3[N:15]([CH2:14][C:13]4[CH:12]=[CH:11][C:10]([O:9][CH3:8])=[CH:30][CH:29]=4)[N:16]=[CH:17][C:18]=3[C:27]=2[CH2:26][CH2:25]1)[C:41]1[CH:46]=[CH:45][CH:44]=[CH:43][CH:42]=1.[C:3]([OH:5])([C:2]([F:7])([F:6])[F:1])=[O:4]. The catalyst class is: 234. (7) Reactant: [CH3:1][O:2][C:3]1[CH:4]=[C:5]2[C:10](=[CH:11][CH:12]=1)[N:9]=[CH:8][CH:7]=[C:6]2[CH:13]1[CH2:15][O:14]1.[C:16]([O:20][C:21]([CH:23]1[CH2:29][CH2:28][NH:27][CH2:26][CH2:25][NH:24]1)=[O:22])([CH3:19])([CH3:18])[CH3:17].Cl([O-])(=O)(=O)=O.[Li+].C(=O)([O-])[O-].[K+].[K+]. Product: [C:16]([O:20][C:21]([CH:23]1[CH2:29][CH2:28][N:27]([CH2:15][CH:13]([OH:14])[C:6]2[C:5]3[C:10](=[CH:11][CH:12]=[C:3]([O:2][CH3:1])[CH:4]=3)[N:9]=[CH:8][CH:7]=2)[CH2:26][CH2:25][NH:24]1)=[O:22])([CH3:19])([CH3:17])[CH3:18]. The catalyst class is: 384.